This data is from Full USPTO retrosynthesis dataset with 1.9M reactions from patents (1976-2016). The task is: Predict the reactants needed to synthesize the given product. (1) Given the product [Br:18][C:19]1[N:20]=[CH:21][C:22]([CH:2]=[C:1]([N:3]2[C:11]3[CH:10]=[CH:9][C:8]([CH3:12])=[CH:7][C:6]=3[C:5]3[CH2:13][N:14]([CH3:17])[CH2:15][CH2:16][C:4]2=3)[F:43])=[CH:23][CH:24]=1, predict the reactants needed to synthesize it. The reactants are: [C:1]([N:3]1[C:11]2[CH:10]=[CH:9][C:8]([CH3:12])=[CH:7][C:6]=2[C:5]2[CH2:13][N:14]([CH3:17])[CH2:15][CH2:16][C:4]1=2)#[CH:2].[Br:18][C:19]1[CH:24]=[CH:23][C:22](Br)=[CH:21][N:20]=1.CCCC[N+](CCCC)(CCCC)CCCC.[F-:43]. (2) Given the product [CH3:12][C:13]1([CH3:19])[NH:14][CH2:15][CH2:16][N:17]([C:2]2[S:6][C:5]([C:7]([O:9][CH2:10][CH3:11])=[O:8])=[CH:4][CH:3]=2)[CH2:18]1, predict the reactants needed to synthesize it. The reactants are: Br[C:2]1[S:6][C:5]([C:7]([O:9][CH2:10][CH3:11])=[O:8])=[CH:4][CH:3]=1.[CH3:12][C:13]1([CH3:19])[CH2:18][NH:17][CH2:16][CH2:15][NH:14]1.C1(P(C2C=CC=CC=2)C2C=CC3C(=CC=CC=3)C=2C2C3C(=CC=CC=3)C=CC=2P(C2C=CC=CC=2)C2C=CC=CC=2)C=CC=CC=1.C(=O)([O-])[O-].[Cs+].[Cs+]. (3) Given the product [CH3:1][O:2][C:3]1[CH:10]=[C:9]([CH2:11][CH:12]=[O:18])[CH:8]=[CH:7][C:4]=1[C:5]#[N:6], predict the reactants needed to synthesize it. The reactants are: [CH3:1][O:2][C:3]1[CH:10]=[C:9]([CH2:11][CH:12]=C)[CH:8]=[CH:7][C:4]=1[C:5]#[N:6].CSC.C[OH:18]. (4) Given the product [CH2:59]([O:55][C:54](=[O:56])[CH2:53][C@H:50]1[CH2:51][CH2:52][C@H:47]([CH2:46][N:43]([C:34]2[CH:35]=[CH:36][C:37]([C:39]([F:42])([F:40])[F:41])=[CH:38][C:33]=2[CH2:32][N:18]([CH:16]([C:8]2[CH:9]=[C:10]([C:12]([F:15])([F:14])[F:13])[CH:11]=[C:6]([C:5]([F:4])([F:57])[F:58])[CH:7]=2)[CH3:17])[C:19]2[N:24]=[CH:23][C:22]([O:25][CH2:26][CH2:27][S:28]([CH3:31])(=[O:29])=[O:30])=[CH:21][N:20]=2)[CH2:44][CH3:45])[CH2:48][CH2:49]1)[C:60]1[CH:65]=[CH:64][CH:63]=[CH:62][CH:61]=1, predict the reactants needed to synthesize it. The reactants are: O.OO.[F:4][C:5]([F:58])([F:57])[C:6]1[CH:7]=[C:8]([C@@H:16]([N:18]([CH2:32][C:33]2[CH:38]=[C:37]([C:39]([F:42])([F:41])[F:40])[CH:36]=[CH:35][C:34]=2[N:43]([CH2:46][C@H:47]2[CH2:52][CH2:51][C@H:50]([CH2:53][C:54]([OH:56])=[O:55])[CH2:49][CH2:48]2)[CH2:44][CH3:45])[C:19]2[N:24]=[CH:23][C:22]([O:25][CH2:26][CH2:27][S:28]([CH3:31])(=[O:30])=[O:29])=[CH:21][N:20]=2)[CH3:17])[CH:9]=[C:10]([C:12]([F:15])([F:14])[F:13])[CH:11]=1.[CH2:59](OC(=O)C[C@H]1CC[C@H](CN([C:61]2[CH:62]=[CH:63][C:64](C(F)(F)F)=[CH:65][C:60]=2[CH2:59]N([CH:59]([C:60]2[CH:65]=[C:64](C(F)(F)F)[CH:63]=[C:62](C(F)(F)F)[CH:61]=2)C)C2N=CC(OCCSC)=CN=2)CC)CC1)[C:60]1[CH:65]=[CH:64][CH:63]=[CH:62][CH:61]=1.